From a dataset of Reaction yield outcomes from USPTO patents with 853,638 reactions. Predict the reaction yield, written as a fraction of the theoretical maximum amount of product (1.0 means a 100% yield; for example, 0.34 means a 34% yield). (1) The reactants are [C:1]([O:5][C:6]([NH:8][C:9]1[CH:14]=[CH:13][C:12]([NH2:15])=[CH:11][CH:10]=1)=[O:7])([CH3:4])([CH3:3])[CH3:2].C(N(CC)CC)C.[Cl-].ClC1N(C)CC[NH+]1C.[CH3:32][O:33][C:34]1[C:35](=[O:58])[C:36]([CH3:57])=[C:37]([CH2:43][C:44]2[CH:45]=[CH:46][C:47]([O:53][C:54](=[O:56])[CH3:55])=[C:48]([CH:52]=2)[C:49](O)=[O:50])[C:38](=[O:42])[C:39]=1[O:40][CH3:41]. The catalyst is C(Cl)Cl. The product is [CH3:32][O:33][C:34]1[C:35](=[O:58])[C:36]([CH3:57])=[C:37]([CH2:43][C:44]2[CH:45]=[CH:46][C:47]([O:53][C:54](=[O:56])[CH3:55])=[C:48]([CH:52]=2)[C:49]([NH:15][C:12]2[CH:11]=[CH:10][C:9]([NH:8][C:6]([O:5][C:1]([CH3:4])([CH3:2])[CH3:3])=[O:7])=[CH:14][CH:13]=2)=[O:50])[C:38](=[O:42])[C:39]=1[O:40][CH3:41]. The yield is 0.480. (2) The reactants are Cl[CH2:2][CH2:3][CH2:4][O:5][C:6]1[CH:15]=[C:14]2[C:9]([C:10]([O:16][C:17]3[CH:22]=[C:21]([CH3:23])[C:20]([CH3:24])=[CH:19][C:18]=3[C:25](=[O:27])[CH3:26])=[CH:11][CH:12]=[N:13]2)=[CH:8][C:7]=1[O:28][CH3:29].[NH:30]1[CH2:35][CH2:34][O:33][CH2:32][CH2:31]1.C(=O)([O-])[O-].[K+].[K+].O. The catalyst is CN(C)C=O. The product is [CH3:29][O:28][C:7]1[CH:8]=[C:9]2[C:14](=[CH:15][C:6]=1[O:5][CH2:4][CH2:3][CH2:2][N:30]1[CH2:35][CH2:34][O:33][CH2:32][CH2:31]1)[N:13]=[CH:12][CH:11]=[C:10]2[O:16][C:17]1[CH:22]=[C:21]([CH3:23])[C:20]([CH3:24])=[CH:19][C:18]=1[C:25](=[O:27])[CH3:26]. The yield is 0.680. (3) The reactants are [CH3:1][C:2]1[O:3][C:4]2[C:16]([CH3:17])=[C:15]([CH3:18])[C:14]([OH:19])=[C:13]([CH3:20])[C:5]=2[C:6]=1[C:7]1[CH:12]=[CH:11][CH:10]=[CH:9][CH:8]=1.[CH3:21][O:22][C:23]1[CH:31]=[CH:30][C:26]([C:27](Cl)=[O:28])=[CH:25][CH:24]=1. No catalyst specified. The product is [CH3:21][O:22][C:23]1[CH:31]=[CH:30][C:26]([C:27]([O:19][C:14]2[C:15]([CH3:18])=[C:16]([CH3:17])[C:4]3[O:3][C:2]([CH3:1])=[C:6]([C:7]4[CH:8]=[CH:9][CH:10]=[CH:11][CH:12]=4)[C:5]=3[C:13]=2[CH3:20])=[O:28])=[CH:25][CH:24]=1. The yield is 0.640. (4) The reactants are [C:1](#[N:10])[C:2]1[CH:9]=[CH:8][C:5]([C:6]#[N:7])=[CH:4][CH:3]=1.[C:11](OC)(=[O:19])[C:12]1[C:13](=[CH:15][CH:16]=[CH:17][CH:18]=1)[SH:14].C(N(CC)CC)C. The catalyst is C1(C)C=CC=CC=1. The product is [C:6]([C:5]1[CH:8]=[CH:9][C:2]([C:1]2[S:14][C:13]3[CH:15]=[CH:16][CH:17]=[CH:18][C:12]=3[C:11](=[O:19])[N:10]=2)=[CH:3][CH:4]=1)#[N:7]. The yield is 0.320.